From a dataset of Forward reaction prediction with 1.9M reactions from USPTO patents (1976-2016). Predict the product of the given reaction. (1) The product is: [CH3:1][O:2][C:3]([C:4]1[CH:9]=[C:8]([C:25]2[CH:32]=[CH:31][CH:30]=[C:27]([C:28]#[N:29])[CH:26]=2)[C:7]([C:11]([F:14])([F:13])[F:12])=[CH:6][C:5]=1[NH:15][C:16](=[O:18])[CH3:17])=[O:19]. Given the reactants [CH3:1][O:2][C:3](=[O:19])[C:4]1[CH:9]=[C:8](I)[C:7]([C:11]([F:14])([F:13])[F:12])=[CH:6][C:5]=1[NH:15][C:16](=[O:18])[CH3:17].C([Sn](CCCC)(CCCC)[C:25]1[CH:26]=[C:27]([CH:30]=[CH:31][CH:32]=1)[C:28]#[N:29])CCC, predict the reaction product. (2) Given the reactants [CH2:1]([N:8]1[C:13](=[O:14])[C:12]2[S:15][N:16]=[C:17]([CH3:18])[C:11]=2[N:10]=[C:9]1[CH2:19][CH2:20][CH3:21])[C:2]1[CH:7]=[CH:6][CH:5]=[CH:4][CH:3]=1.C([O-])(=O)C.[Na+].[Br:27]Br.CCOC(C)=O, predict the reaction product. The product is: [CH2:1]([N:8]1[C:13](=[O:14])[C:12]2[S:15][N:16]=[C:17]([CH3:18])[C:11]=2[N:10]=[C:9]1[CH:19]([Br:27])[CH2:20][CH3:21])[C:2]1[CH:3]=[CH:4][CH:5]=[CH:6][CH:7]=1. (3) Given the reactants [CH2:1]([O:8][C:9]([NH:11][C:12]1[CH:17]=[CH:16][C:15]([C@H:18]2[CH2:23][CH2:22][C@H:21]([CH2:24][C:25]([O:27]C)=[O:26])[CH2:20][CH2:19]2)=[CH:14][CH:13]=1)=[O:10])[C:2]1[CH:7]=[CH:6][CH:5]=[CH:4][CH:3]=1.[OH-].[Li+], predict the reaction product. The product is: [CH2:1]([O:8][C:9]([NH:11][C:12]1[CH:13]=[CH:14][C:15]([C@H:18]2[CH2:23][CH2:22][C@H:21]([CH2:24][C:25]([OH:27])=[O:26])[CH2:20][CH2:19]2)=[CH:16][CH:17]=1)=[O:10])[C:2]1[CH:7]=[CH:6][CH:5]=[CH:4][CH:3]=1.